From a dataset of Reaction yield outcomes from USPTO patents with 853,638 reactions. Predict the reaction yield, written as a fraction of the theoretical maximum amount of product (1.0 means a 100% yield; for example, 0.34 means a 34% yield). (1) The reactants are Br[C:2]1[CH:9]=[C:8]([O:10][CH3:11])[C:5]([C:6]#[N:7])=[C:4]([F:12])[CH:3]=1.[C:13]1(B(O)O)[CH:18]=[CH:17][CH:16]=[CH:15][CH:14]=1.C([O-])([O-])=O.[Na+].[Na+]. The catalyst is C1(C)C=CC=CC=1.CCO.CCOC(C)=O. The product is [F:12][C:4]1[CH:3]=[C:2]([C:13]2[CH:18]=[CH:17][CH:16]=[CH:15][CH:14]=2)[CH:9]=[C:8]([O:10][CH3:11])[C:5]=1[C:6]#[N:7]. The yield is 0.970. (2) The reactants are [CH2:1]([O:8][C:9]1[C:10]([NH:15][C:16]([NH2:18])=[S:17])=[N:11][CH:12]=[CH:13][CH:14]=1)[C:2]1[CH:7]=[CH:6][CH:5]=[CH:4][CH:3]=1.Br[CH2:20][C:21](=O)[CH2:22][CH2:23][C:24]([O:26][CH3:27])=[O:25].C(N(CC)CC)C. The catalyst is CO. The product is [CH2:1]([O:8][C:9]1[C:10]([NH:15][C:16]2[S:17][CH:20]=[C:21]([CH2:22][CH2:23][C:24]([O:26][CH3:27])=[O:25])[N:18]=2)=[N:11][CH:12]=[CH:13][CH:14]=1)[C:2]1[CH:3]=[CH:4][CH:5]=[CH:6][CH:7]=1. The yield is 0.813.